From a dataset of Forward reaction prediction with 1.9M reactions from USPTO patents (1976-2016). Predict the product of the given reaction. (1) Given the reactants [K].[CH2:2]([O:4][C:5](=[O:23])[CH2:6][C:7]([C:9]1[CH:14]=[CH:13][C:12]([O:15][CH2:16][C:17]2[CH:22]=[CH:21][CH:20]=[CH:19][CH:18]=2)=[CH:11][CH:10]=1)=[O:8])[CH3:3].[CH:24]1([CH2:30][CH2:31]Br)[CH2:29][CH2:28][CH2:27][CH2:26][CH2:25]1.[I-].[K+], predict the reaction product. The product is: [CH2:2]([O:4][C:5](=[O:23])[CH:6]([C:7](=[O:8])[C:9]1[CH:14]=[CH:13][C:12]([O:15][CH2:16][C:17]2[CH:22]=[CH:21][CH:20]=[CH:19][CH:18]=2)=[CH:11][CH:10]=1)[CH2:31][CH2:30][CH:24]1[CH2:29][CH2:28][CH2:27][CH2:26][CH2:25]1)[CH3:3]. (2) Given the reactants [Cl:1][C:2]1[CH:7]=[CH:6][C:5]([Cl:8])=[CH:4][C:3]=1[C:9]1[N:14]([CH2:15][C:16]2[CH:21]=[CH:20][C:19]([C:22]([CH3:25])([CH3:24])[CH3:23])=[CH:18][CH:17]=2)[C:13](=[O:26])[CH:12]=[C:11]([OH:27])[N:10]=1.[Cl-].C[Al+]C.CCCCCC.C(C1C=CC([CH2:46][NH2:47])=CC=1)(C)(C)C.ClC1C=CC(Cl)=CC=1C#N.C(OCC)(=O)[CH2:61][C:62]([O:64]CC)=[O:63].C[O-:72].[Na+].CO, predict the reaction product. The product is: [Cl:1][C:2]1[CH:7]=[CH:6][C:5]([Cl:8])=[CH:4][C:3]=1[C:9]1[N:14]([CH2:15][C:16]2[CH:21]=[CH:20][C:19]([C:22]([CH3:24])([CH3:23])[CH3:25])=[CH:18][CH:17]=2)[C:13](=[O:26])[C:12]([C:46]([NH:47][CH2:61][C:62]([OH:64])=[O:63])=[O:72])=[C:11]([OH:27])[N:10]=1. (3) The product is: [C:14]([C:11]1[CH:12]=[CH:13][C:8]([N:23]([CH3:24])[CH2:22][CH2:21][CH2:20][N:19]([CH3:25])[CH3:18])=[CH:9][CH:10]=1)([CH3:17])([CH3:16])[CH3:15]. Given the reactants CC([O-])(C)C.[Na+].Br[C:8]1[CH:13]=[CH:12][C:11]([C:14]([CH3:17])([CH3:16])[CH3:15])=[CH:10][CH:9]=1.[CH3:18][N:19]([CH3:25])[CH2:20][CH2:21][CH2:22][NH:23][CH3:24], predict the reaction product. (4) Given the reactants S(Cl)(Cl)=O.[CH3:5][N:6]1[CH2:34][CH2:33][C:9]2[N:10]([CH2:18][C:19]([C:22]3[CH:23]=[C:24]([CH:30]=[CH:31][CH:32]=3)[C:25]([N:27]([CH3:29])[CH3:28])=[O:26])(O)[CH3:20])[C:11]3[CH:12]=[CH:13][C:14]([CH3:17])=[CH:15][C:16]=3[C:8]=2[CH2:7]1.[OH-].[K+].O, predict the reaction product. The product is: [CH3:5][N:6]1[CH2:34][CH2:33][C:9]2[N:10]([CH:18]=[C:19]([C:22]3[CH:23]=[C:24]([CH:30]=[CH:31][CH:32]=3)[C:25]([N:27]([CH3:28])[CH3:29])=[O:26])[CH3:20])[C:11]3[CH:12]=[CH:13][C:14]([CH3:17])=[CH:15][C:16]=3[C:8]=2[CH2:7]1. (5) Given the reactants Cl[C:2]1[CH:3]=[CH:4][C:5]2[N:6]=[CH:7][N:8]=[C:9]([NH2:12])[C:10]=2[N:11]=1.B([C:16]1[CH:17]=[C:18]([CH:22]=[C:23]([F:25])[CH:24]=1)[C:19]([OH:21])=[O:20])(O)O.C(=O)([O-])[O-].[K+].[K+], predict the reaction product. The product is: [NH2:12][C:9]1[C:10]2[N:11]=[C:2]([C:16]3[CH:17]=[C:18]([CH:22]=[C:23]([F:25])[CH:24]=3)[C:19]([OH:21])=[O:20])[CH:3]=[CH:4][C:5]=2[N:6]=[CH:7][N:8]=1. (6) The product is: [Cl:19][C:11]1[N:12]=[N:13][C:8]([C:4]2[CH:5]=[CH:6][CH:7]=[C:2]([Cl:1])[CH:3]=2)=[CH:9][C:10]=1[CH2:15][CH3:16]. Given the reactants [Cl:1][C:2]1[CH:3]=[C:4]([C:8]2[CH:9]=[C:10]([CH2:15][CH3:16])[C:11](=O)[NH:12][N:13]=2)[CH:5]=[CH:6][CH:7]=1.P(Cl)(Cl)([Cl:19])=O.CCN(C(C)C)C(C)C.[OH-].[Na+], predict the reaction product. (7) Given the reactants CN(C)C=O.[Cl:6][C:7]1[CH:8]=[CH:9][C:10]([N:40]2[CH:44]=[N:43][N:42]=[N:41]2)=[C:11]([C:13]2[CH:21]=[C:20]3[N:16]([C@H:17]([C:22]4[NH:23][C:24]([C:27]5[CH:28]=[C:29]([C:32]([O:34][C:35]([CH3:38])([CH3:37])[CH3:36])=[O:33])[S:30][CH:31]=5)=[CH:25][N:26]=4)[CH2:18][CH2:19]3)[C:15](=[O:39])[CH:14]=2)[CH:12]=1.C(=O)([O-])[O-].[Na+].[Na+].[B-](F)(F)(F)[F:52].[B-](F)(F)(F)F.C1[N+]2(O)CC[N+](F)(CC2)C1, predict the reaction product. The product is: [Cl:6][C:7]1[CH:8]=[CH:9][C:10]([N:40]2[CH:44]=[N:43][N:42]=[N:41]2)=[C:11]([C:13]2[CH:21]=[C:20]3[N:16]([C@H:17]([C:22]4[NH:23][C:24]([C:27]5[CH:28]=[C:29]([C:32]([O:34][C:35]([CH3:36])([CH3:37])[CH3:38])=[O:33])[S:30][CH:31]=5)=[C:25]([F:52])[N:26]=4)[CH2:18][CH2:19]3)[C:15](=[O:39])[CH:14]=2)[CH:12]=1. (8) Given the reactants [C:14]1(P([C:14]2[CH:19]=[CH:18][CH:17]=[CH:16][CH:15]=2)[C:14]2[CH:19]=[CH:18][CH:17]=[CH:16][CH:15]=2)[CH:19]=[CH:18][CH:17]=[CH:16][CH:15]=1.C([N:22]([CH2:25]C)CC)C.[OH2:27].[CH3:28][CH2:29][CH2:30][CH:31](C)C.CN1CCC[C:36]1=[O:40], predict the reaction product. The product is: [C:25]([C:14]1[CH:15]=[C:16]([C:36]([OH:40])=[O:27])[C:17]2[C:18]([CH:19]=1)=[CH:31][CH:30]=[CH:29][CH:28]=2)#[N:22].